From a dataset of Forward reaction prediction with 1.9M reactions from USPTO patents (1976-2016). Predict the product of the given reaction. Given the reactants [I:1][C:2]1[CH:8]=[CH:7][C:5]([NH2:6])=[CH:4][C:3]=1[CH3:9].CCN(C(C)C)C(C)C.[F:19][C:20]([F:31])([F:30])[C:21]1[CH:22]=[C:23]([CH:27]=[CH:28][CH:29]=1)[C:24](Cl)=[O:25], predict the reaction product. The product is: [I:1][C:2]1[CH:8]=[CH:7][C:5]([NH:6][C:24](=[O:25])[C:23]2[CH:27]=[CH:28][CH:29]=[C:21]([C:20]([F:19])([F:30])[F:31])[CH:22]=2)=[CH:4][C:3]=1[CH3:9].